Dataset: TCR-epitope binding with 47,182 pairs between 192 epitopes and 23,139 TCRs. Task: Binary Classification. Given a T-cell receptor sequence (or CDR3 region) and an epitope sequence, predict whether binding occurs between them. (1) Result: 1 (the TCR binds to the epitope). The TCR CDR3 sequence is CASSMTSGELFF. The epitope is IVTDFSVIK. (2) The epitope is EPLPQGQLTAY. The TCR CDR3 sequence is CASTPGQALNEQYF. Result: 0 (the TCR does not bind to the epitope). (3) The epitope is KLGGALQAK. The TCR CDR3 sequence is CASTQGANTEAFF. Result: 1 (the TCR binds to the epitope). (4) The epitope is HTTDPSFLGRY. The TCR CDR3 sequence is CASSQDPGHNEQFF. Result: 0 (the TCR does not bind to the epitope). (5) The epitope is LLLGIGILV. The TCR CDR3 sequence is CASSFIPGQGTHYSNQPQHF. Result: 0 (the TCR does not bind to the epitope). (6) The epitope is TLIGDCATV. The TCR CDR3 sequence is CASSPDTPWEQFF. Result: 1 (the TCR binds to the epitope). (7) The epitope is WICLLQFAY. The TCR CDR3 sequence is CASSLSYEQYF. Result: 0 (the TCR does not bind to the epitope). (8) The epitope is MPASWVMRI. The TCR CDR3 sequence is CASSQDLVESSYNEQFF. Result: 1 (the TCR binds to the epitope).